From a dataset of Catalyst prediction with 721,799 reactions and 888 catalyst types from USPTO. Predict which catalyst facilitates the given reaction. (1) Reactant: [NH:1]([C:3]([O:5][CH2:6][CH3:7])=[O:4])[NH2:2].[CH3:8][O:9][C:10]1[CH:11]=[C:12]([CH:34]=[CH:35][CH:36]=1)[O:13][C:14]1[CH:15]=[C:16]2[C:21](=[CH:22][CH:23]=1)[N:20]=[C:19](SC)[CH:18]([NH:26][C:27](=[O:33])[O:28][C:29]([CH3:32])([CH3:31])[CH3:30])[CH2:17]2. Product: [C:29]([O:28][C:27]([NH:26][CH:18]1[CH2:17][C:16]2[C:21](=[CH:22][CH:23]=[C:14]([O:13][C:12]3[CH:34]=[CH:35][CH:36]=[C:10]([O:9][CH3:8])[CH:11]=3)[CH:15]=2)[NH:20][C:19]1=[N:2][NH:1][C:3]([O:5][CH2:6][CH3:7])=[O:4])=[O:33])([CH3:32])([CH3:31])[CH3:30]. The catalyst class is: 8. (2) The catalyst class is: 160. Product: [CH3:17][C:6]1[C:7]([C:8]2[CH:15]=[CH:14][C:13]([O:16][C:19]3[C:24]4[CH:25]=[CH:26][O:27][C:23]=4[CH:22]=[CH:21][N:20]=3)=[CH:12][C:9]=2[C:10]#[N:11])=[C:2]([CH3:1])[N:3]=[CH:4][N:5]=1. Reactant: [CH3:1][C:2]1[C:7]([C:8]2[CH:15]=[CH:14][C:13]([OH:16])=[CH:12][C:9]=2[C:10]#[N:11])=[C:6]([CH3:17])[N:5]=[CH:4][N:3]=1.Cl[C:19]1[C:24]2[CH:25]=[CH:26][O:27][C:23]=2[CH:22]=[CH:21][N:20]=1.C1(C2C3C(=CC=CC=3)C=CC=2P(C2C=CC=CC=2)C2C=CC=CC=2)C2C(=CC=CC=2)C=CC=1P(C1C=CC=CC=1)C1C=CC=CC=1.C(=O)([O-])[O-].[Cs+].[Cs+]. (3) Reactant: [C:1]([C:3]1[CH:12]=[C:11]2[C:6]([CH2:7][CH2:8][CH2:9][N:10]2[C:13]2[C:17]3[CH2:18][N:19]([C:22]([NH:24][CH3:25])=[O:23])[CH2:20][CH2:21][C:16]=3[N:15]([CH:26]3[CH2:31][CH2:30][O:29][CH2:28][CH2:27]3)[N:14]=2)=[CH:5][C:4]=1B1OC(C)(C)C(C)(C)O1)#[N:2].C1(P(C2CCCCC2)C2C=CC=CC=2C2C(C(C)C)=CC(C(C)C)=CC=2C(C)C)CCCCC1.Br[C:76]1[CH:81]=[CH:80][CH:79]=[CH:78][N:77]=1.C([O-])([O-])=O.[Na+].[Na+]. Product: [C:1]([C:3]1[CH:12]=[C:11]2[C:6]([CH2:7][CH2:8][CH2:9][N:10]2[C:13]2[C:17]3[CH2:18][N:19]([C:22]([NH:24][CH3:25])=[O:23])[CH2:20][CH2:21][C:16]=3[N:15]([CH:26]3[CH2:31][CH2:30][O:29][CH2:28][CH2:27]3)[N:14]=2)=[CH:5][C:4]=1[C:76]1[CH:81]=[CH:80][CH:79]=[CH:78][N:77]=1)#[N:2]. The catalyst class is: 20. (4) Reactant: [CH3:1][CH:2]1[N:11]2[CH:12]=[C:13]([C:16]([OH:18])=[O:17])[C:14](=[O:15])[C:9]3[C:10]2=[C:5]([CH:6]=[C:7]([F:19])[CH:8]=3)[CH2:4][CH2:3]1.[CH2:20](I)[CH3:21].C(=O)([O-])[O-].[K+].[K+]. Product: [CH2:20]([O:17][C:16]([C:13]1[C:14](=[O:15])[C:9]2[C:10]3=[C:5]([CH2:4][CH2:3][CH:2]([CH3:1])[N:11]3[CH:12]=1)[CH:6]=[C:7]([F:19])[CH:8]=2)=[O:18])[CH3:21]. The catalyst class is: 3.